Dataset: Forward reaction prediction with 1.9M reactions from USPTO patents (1976-2016). Task: Predict the product of the given reaction. Given the reactants Cl[C:2]1[C:7]([O:8][C:9]2[CH:14]=[CH:13][CH:12]=[CH:11][C:10]=2[O:15][CH3:16])=[C:6](Cl)[N:5]=[C:4]([C:18]2[N:23]=[CH:22][CH:21]=[CH:20][N:19]=2)[N:3]=1.[C:24](=[O:27])([O-])[O-:25].[K+].[K+].[C:30]([C:34]1[CH:39]=[CH:38][C:37]([S:40]([NH2:43])(=[O:42])=[O:41])=[CH:36][CH:35]=1)([CH3:33])([CH3:32])[CH3:31].Cl.[CH3:45][OH:46], predict the reaction product. The product is: [CH3:32][C:30]([C:34]1[CH:39]=[CH:38][C:37]([S:40]([NH:43][C:6]2[N:5]=[C:4]([C:18]3[N:23]=[CH:22][CH:21]=[CH:20][N:19]=3)[N:3]=[C:2]([O:46][CH2:45][CH2:24][OH:27])[C:7]=2[O:8][C:9]2[C:10]([O:15][CH3:16])=[CH:11][CH:12]=[CH:13][CH:14]=2)(=[O:41])=[O:42])=[CH:36][CH:35]=1)([CH3:33])[CH3:31].[OH2:25].